Dataset: Experimentally validated miRNA-target interactions with 360,000+ pairs, plus equal number of negative samples. Task: Binary Classification. Given a miRNA mature sequence and a target amino acid sequence, predict their likelihood of interaction. (1) The miRNA is hsa-miR-5003-3p with sequence UACUUUUCUAGGUUGUUGGGG. The protein sequence of the target gene is MNTFQDQSGSSSNREPLLRCSDARRDLELAIGGVLRAEQQIKDNLREVKAQIHSCISRHLECLRSREVWLYEQVDLIYQLKEETLQQQAQQLYSLLGQFNCLTHQLECTQNKDLANQVSVCLERLGSLTLKPEDSTVLLFEADTITLRQTITTFGSLKTIQIPEHLMAHASSANIGPFLEKRGCISMPEQKSASGIVAVPFSEWLLGSKPASGYQAPYIPSTDPQDWLTQKQTLENSQTSSRACNFFNNVGGNLKGLENWLLKSEKSSYQKCNSHSTTSSFSIEMEKVGDQELPDQDEMD.... Result: 0 (no interaction). (2) The miRNA is mmu-miR-876-3p with sequence UAGUGGUUUACAAAGUAAUUCA. The protein sequence of the target gene is MGTSARWALWLLLALCWAPRDSGATASGKKAKCDSSQFQCTNGRCITLLWKCDGDEDCADGSDEKNCVKKTCAESDFVCKNGQCVPNRWQCDGDPDCEDGSDESPEQCHMRTCRINEISCGARSTQCIPVSWRCDGENDCDNGEDEENCGNITCSADEFTCSSGRCVSRNFVCNGQDDCDDGSDELDCAPPTCGAHEFQCSTSSCIPLSWVCDDDADCSDQSDESLEQCGRQPVIHTKCPTSEIQCGSGECIHKKWRCDGDPDCKDGSDEVNCPSRTCRPDQFECEDGSCIHGSRQCNGI.... Result: 1 (interaction).